The task is: Predict the reactants needed to synthesize the given product.. This data is from Full USPTO retrosynthesis dataset with 1.9M reactions from patents (1976-2016). (1) The reactants are: Br[CH2:2][C:3]([C:5]1[C:6]([C:11]2[CH:16]=[CH:15][CH:14]=[CH:13][CH:12]=2)=[N:7][O:8][C:9]=1[CH3:10])=O.[NH2:17][C:18]1[C:23]([CH3:24])=[CH:22][CH:21]=[CH:20][N:19]=1. Given the product [CH3:24][C:23]1[C:18]2[N:19]([CH:2]=[C:3]([C:5]3[C:6]([C:11]4[CH:16]=[CH:15][CH:14]=[CH:13][CH:12]=4)=[N:7][O:8][C:9]=3[CH3:10])[N:17]=2)[CH:20]=[CH:21][CH:22]=1, predict the reactants needed to synthesize it. (2) Given the product [CH3:11][S:8]([C:5]1[CH:6]=[CH:7][C:2]([N:12]2[CH2:17][CH2:16][NH:15][CH2:14][CH2:13]2)=[CH:3][CH:4]=1)(=[O:10])=[O:9], predict the reactants needed to synthesize it. The reactants are: Br[C:2]1[CH:7]=[CH:6][C:5]([S:8]([CH3:11])(=[O:10])=[O:9])=[CH:4][CH:3]=1.[NH:12]1[CH2:17][CH2:16][NH:15][CH2:14][CH2:13]1.C1C=CC(P(C2C(C3C(P(C4C=CC=CC=4)C4C=CC=CC=4)=CC=C4C=3C=CC=C4)=C3C(C=CC=C3)=CC=2)C2C=CC=CC=2)=CC=1.CC(C)([O-])C.[Na+]. (3) Given the product [CH2:31]([C@@H:29]1[NH:30][C@H:44]([C:43]2[O:46][C:40]([CH3:39])=[CH:41][CH:42]=2)[N:27]([CH3:26])[C:28]1=[O:38])[C:32]1[CH:37]=[CH:36][CH:35]=[CH:34][CH:33]=1, predict the reactants needed to synthesize it. The reactants are: FC(F)(F)S([O-])(=O)=O.[Sm+3].FC(F)(F)S([O-])(=O)=O.FC(F)(F)S([O-])(=O)=O.[CH3:26][NH:27][C:28](=[O:38])[C@H:29]([CH2:31][C:32]1[CH:37]=[CH:36][CH:35]=[CH:34][CH:33]=1)[NH2:30].[CH3:39][C:40]1[O:46][C:43]([CH:44]=O)=[CH:42][CH:41]=1. (4) Given the product [C:25]([C:23]1[CH:22]=[C:20]([N:21]=[C:6]=[S:7])[CH:19]=[C:18]([C:14]([CH3:17])([CH3:16])[CH3:15])[CH:24]=1)([CH3:28])([CH3:27])[CH3:26], predict the reactants needed to synthesize it. The reactants are: C(=O)([O-])[O-].[Ca+2].[C:6](Cl)(Cl)=[S:7].ClCCl.O.[C:14]([C:18]1[CH:19]=[C:20]([CH:22]=[C:23]([C:25]([CH3:28])([CH3:27])[CH3:26])[CH:24]=1)[NH2:21])([CH3:17])([CH3:16])[CH3:15].Cl. (5) Given the product [CH2:1]([O:8][C:9](=[O:13])[CH2:10][C:11](=[S:16])[NH2:12])[C:2]1[CH:7]=[CH:6][CH:5]=[CH:4][CH:3]=1, predict the reactants needed to synthesize it. The reactants are: [CH2:1]([O:8][C:9](=[O:13])[CH2:10][C:11]#[N:12])[C:2]1[CH:7]=[CH:6][CH:5]=[CH:4][CH:3]=1.C(N)(=[S:16])C.Cl.O.